This data is from Catalyst prediction with 721,799 reactions and 888 catalyst types from USPTO. The task is: Predict which catalyst facilitates the given reaction. (1) Reactant: [C:1]([O:5][C:6]([N:8]1[CH2:13][CH2:12][C:11]([CH2:21][C:22]2[CH:27]=[CH:26][C:25]([Cl:28])=[CH:24][CH:23]=2)([NH:14][S:15]([C:17]([CH3:20])([CH3:19])[CH3:18])=[O:16])[CH2:10][CH2:9]1)=[O:7])([CH3:4])([CH3:3])[CH3:2].[H-].[Na+].[CH3:31]I.O. Product: [C:1]([O:5][C:6]([N:8]1[CH2:13][CH2:12][C:11]([CH2:21][C:22]2[CH:27]=[CH:26][C:25]([Cl:28])=[CH:24][CH:23]=2)([N:14]([CH3:31])[S:15]([C:17]([CH3:20])([CH3:18])[CH3:19])=[O:16])[CH2:10][CH2:9]1)=[O:7])([CH3:2])([CH3:3])[CH3:4]. The catalyst class is: 3. (2) Reactant: [NH2:1][CH2:2][CH2:3][N:4]1[C:12]([S:13][C:14]2[CH:19]=[C:18]([O:20][CH3:21])[CH:17]=[CH:16][C:15]=2[I:22])=[N:11][C:10]2[C:5]1=[N:6][CH:7]=[N:8][C:9]=2[NH2:23].C(N(CC)CC)C.[CH3:31][S:32](Cl)(=[O:34])=[O:33]. Product: [NH2:23][C:9]1[N:8]=[CH:7][N:6]=[C:5]2[C:10]=1[N:11]=[C:12]([S:13][C:14]1[CH:19]=[C:18]([O:20][CH3:21])[CH:17]=[CH:16][C:15]=1[I:22])[N:4]2[CH2:3][CH2:2][NH:1][S:32]([CH3:31])(=[O:34])=[O:33]. The catalyst class is: 26. (3) Reactant: [Cl:1][C:2]1[CH:7]=[CH:6][CH:5]=[CH:4][C:3]=1[S:8][C:9]1[C:17]2[C:12](=[CH:13][C:14]([S:18]([CH3:21])(=[O:20])=[O:19])=[CH:15][CH:16]=2)[NH:11][C:10]=1[CH2:22]O.CCN(CC)CC.[CH3:31][S:32](Cl)(=[O:34])=[O:33].CN(C=O)C. Product: [Cl:1][C:2]1[CH:7]=[CH:6][CH:5]=[CH:4][C:3]=1[S:8][C:9]1[C:17]2[C:12](=[CH:13][C:14]([S:18]([CH3:21])(=[O:20])=[O:19])=[CH:15][CH:16]=2)[NH:11][C:10]=1[CH2:22][S:32]([CH3:31])(=[O:34])=[O:33]. The catalyst class is: 2. (4) The catalyst class is: 269. Reactant: C(OC(=O)[N:7]([S:13]([C:16]1[CH:21]=[C:20]([F:22])[C:19]([O:23][C:24]2[CH:29]=[CH:28][C:27]([Cl:30])=[CH:26][C:25]=2[C:31]2[CH:36]=[CH:35][N:34]=[C:33]([CH2:37][N:38]3[CH2:41][CH2:40][CH2:39]3)[CH:32]=2)=[CH:18][C:17]=1[F:42])(=[O:15])=[O:14])[C:8]1[N:9]=[CH:10][S:11][CH:12]=1)(C)(C)C.Cl. Product: [N:38]1([CH2:37][C:33]2[CH:32]=[C:31]([C:25]3[CH:26]=[C:27]([Cl:30])[CH:28]=[CH:29][C:24]=3[O:23][C:19]3[C:20]([F:22])=[CH:21][C:16]([S:13]([NH:7][C:8]4[N:9]=[CH:10][S:11][CH:12]=4)(=[O:14])=[O:15])=[C:17]([F:42])[CH:18]=3)[CH:36]=[CH:35][N:34]=2)[CH2:39][CH2:40][CH2:41]1.